Dataset: Forward reaction prediction with 1.9M reactions from USPTO patents (1976-2016). Task: Predict the product of the given reaction. (1) The product is: [CH:35]([O:38][C:39](=[O:40])[NH:1][C:2]1[CH:7]=[CH:6][C:5]([C:8]2[N:9]([CH:25]3[CH2:26][CH2:27][CH2:28]3)[C:10]3[C:15]([C:16]=2[C:17]#[N:18])=[CH:14][CH:13]=[C:12]([N:19]2[CH2:24][CH2:23][O:22][CH2:21][CH2:20]2)[CH:11]=3)=[CH:4][CH:3]=1)([CH3:37])[CH3:36]. Given the reactants [NH2:1][C:2]1[CH:7]=[CH:6][C:5]([C:8]2[N:9]([CH:25]3[CH2:28][CH2:27][CH2:26]3)[C:10]3[C:15]([C:16]=2[C:17]#[N:18])=[CH:14][CH:13]=[C:12]([N:19]2[CH2:24][CH2:23][O:22][CH2:21][CH2:20]2)[CH:11]=3)=[CH:4][CH:3]=1.N1C=CC=CC=1.[CH:35]([O:38][C:39](Cl)=[O:40])([CH3:37])[CH3:36], predict the reaction product. (2) Given the reactants C(OC([N:8]1[CH2:13][CH2:12][CH2:11][C@H:10]([O:14][C:15]2[CH:20]=[CH:19][CH:18]=[CH:17][C:16]=2[C:21]([N:23]2[CH2:37][C:26]3=[C:27]4[N:32]([N:33]=[C:25]3[CH2:24]2)[C:31]([CH3:34])=[C:30]([Cl:35])[C:29]([CH3:36])=[N:28]4)=[O:22])[CH2:9]1)=O)(C)(C)C.C(O)(C(F)(F)F)=O, predict the reaction product. The product is: [Cl:35][C:30]1[C:29]([CH3:36])=[N:28][C:27]2[N:32]([N:33]=[C:25]3[CH2:24][N:23]([C:21]([C:16]4[CH:17]=[CH:18][CH:19]=[CH:20][C:15]=4[O:14][C@H:10]4[CH2:11][CH2:12][CH2:13][NH:8][CH2:9]4)=[O:22])[CH2:37][C:26]3=2)[C:31]=1[CH3:34]. (3) The product is: [Cl:16][C:17]1[S:21][C:20]([C:22]([NH:24][CH2:25][C:26]2[N:27]=[CH:28][N:29]([C:2]3[CH:7]=[CH:6][C:5]([N:8]4[CH:13]=[CH:12][CH:11]=[CH:10]/[C:9]/4=[N:14]\[CH3:15])=[CH:4][CH:3]=3)[CH:30]=2)=[O:23])=[CH:19][CH:18]=1. Given the reactants I[C:2]1[CH:7]=[CH:6][C:5]([N:8]2[CH:13]=[CH:12][CH:11]=[CH:10]/[C:9]/2=[N:14]\[CH3:15])=[CH:4][CH:3]=1.[Cl:16][C:17]1[S:21][C:20]([C:22]([NH:24][CH2:25][C:26]2[N:27]=[CH:28][NH:29][CH:30]=2)=[O:23])=[CH:19][CH:18]=1.OC1C=CC=C2C=1N=CC=C2.C([O-])([O-])=O.[K+].[K+], predict the reaction product. (4) Given the reactants [O:1]1[CH2:6][CH2:5][N:4]([C:7]2[C:8]([NH2:26])=[N:9][C:10]3[C:15]([CH:16]=2)=[CH:14][C:13](B2OC(C)(C)C(C)(C)O2)=[CH:12][CH:11]=3)[CH2:3][CH2:2]1.[Cl:27][C:28]1[C:29](I)=[C:30]([C:34]([N:36]2[CH2:40][CH2:39][CH2:38][CH2:37]2)=[O:35])[CH:31]=[CH:32][CH:33]=1.C1(P(C2C=CC=CC=2)C2C=CC=CC=2)C=CC=CC=1.P([O-])([O-])([O-])=O.[K+].[K+].[K+], predict the reaction product. The product is: [NH2:26][C:8]1[C:7]([N:4]2[CH2:3][CH2:2][O:1][CH2:6][CH2:5]2)=[CH:16][C:15]2[C:10](=[CH:11][CH:12]=[C:13]([C:29]3[C:28]([Cl:27])=[CH:33][CH:32]=[CH:31][C:30]=3[C:34]([N:36]3[CH2:40][CH2:39][CH2:38][CH2:37]3)=[O:35])[CH:14]=2)[N:9]=1. (5) Given the reactants Cl[C:2]1[N:3]=[C:4]([S:13][CH3:14])[N:5]=[N:6][C:7]=1[C:8]([O:10]CC)=O.Cl.[CH:16]1([N:21]2[CH2:26][CH2:25][CH:24]([C:27]3[CH:33]=[CH:32][C:30]([NH2:31])=[CH:29][CH:28]=3)[CH2:23][CH2:22]2)[CH2:20][CH2:19][CH2:18][CH2:17]1.CC[N:36](C(C)C)C(C)C.N, predict the reaction product. The product is: [CH:16]1([N:21]2[CH2:26][CH2:25][CH:24]([C:27]3[CH:28]=[CH:29][C:30]([NH:31][C:2]4[N:3]=[C:4]([S:13][CH3:14])[N:5]=[N:6][C:7]=4[C:8]([NH2:36])=[O:10])=[CH:32][CH:33]=3)[CH2:23][CH2:22]2)[CH2:17][CH2:18][CH2:19][CH2:20]1. (6) The product is: [Cl:1][C:2]1[CH:7]=[CH:6][C:5]([C:8]([N:17]2[C:25]3[C:20](=[C:21]([NH:26][S:27]([CH3:30])(=[O:28])=[O:29])[CH:22]=[CH:23][CH:24]=3)[CH:19]=[CH:18]2)([CH2:15][CH3:16])[C:9]([CH3:13])=[CH:10][C:11]#[N:12])=[CH:4][CH:3]=1. Given the reactants [Cl:1][C:2]1[CH:7]=[CH:6][C:5]([C:8]([N:17]2[C:25]3[C:20](=[C:21]([NH:26][S:27]([CH3:30])(=[O:29])=[O:28])[CH:22]=[CH:23][CH:24]=3)[CH:19]=[CH:18]2)([CH2:15][CH3:16])[C:9](O)([CH3:13])[CH2:10][C:11]#[N:12])=[CH:4][CH:3]=1.C(OC(C(F)(F)F)=O)(C(F)(F)F)=O.C(N(CC)CC)C, predict the reaction product. (7) Given the reactants [ClH:1].[N:2]12[CH2:11][CH:6]3[CH2:7][CH:8]([CH2:10][CH:4]([C@@H:5]3[NH2:12])[CH2:3]1)[CH2:9]2.[CH:13]1[CH:18]=[C:17]2[CH:19]=[C:20]([C:22](O)=[O:23])[S:21][C:16]2=[CH:15][CH:14]=1.N, predict the reaction product. The product is: [ClH:1].[N:2]12[CH2:11][CH:6]3[CH2:7][CH:8]([CH2:10][CH:4]([C@@H:5]3[NH:12][C:22]([C:20]3[S:21][C:16]4[CH:15]=[CH:14][CH:13]=[CH:18][C:17]=4[CH:19]=3)=[O:23])[CH2:3]1)[CH2:9]2.